From a dataset of hERG Central: cardiac toxicity at 1µM, 10µM, and general inhibition. Predict hERG channel inhibition at various concentrations. The drug is Cc1ccc(C(=O)NCCN2C3=NC[C@@H](Cc4ccccc4)N3C[C@H]2Cc2ccc(O)cc2)cc1Br. Results: hERG_inhib (hERG inhibition (general)): blocker.